From a dataset of Forward reaction prediction with 1.9M reactions from USPTO patents (1976-2016). Predict the product of the given reaction. (1) Given the reactants [Cl:1][CH:2]([Cl:12])[C:3]1[CH:4]=[C:5]([CH:9]=[CH:10][CH:11]=1)[C:6](Cl)=[O:7].[CH3:13][O:14][C:15](=[O:43])[C:16]1[CH:21]=[C:20]([C:22](=[O:38])[C:23]2[CH:28]=[CH:27][C:26]([N:29]([C:31]3[CH:36]=[CH:35][C:34]([Cl:37])=[CH:33][CH:32]=3)[CH3:30])=[CH:25][N:24]=2)[CH:19]=[CH:18][C:17]=1[Sn](C)(C)C, predict the reaction product. The product is: [CH3:13][O:14][C:15](=[O:43])[C:16]1[CH:21]=[C:20]([C:22](=[O:38])[C:23]2[CH:28]=[CH:27][C:26]([N:29]([C:31]3[CH:32]=[CH:33][C:34]([Cl:37])=[CH:35][CH:36]=3)[CH3:30])=[CH:25][N:24]=2)[CH:19]=[CH:18][C:17]=1[C:6](=[O:7])[C:5]1[CH:9]=[CH:10][CH:11]=[C:3]([CH:2]([Cl:12])[Cl:1])[CH:4]=1. (2) The product is: [CH2:21]([NH:28][C@@H:8]1[CH2:7][C@H:6]([C:10]2[CH:15]=[CH:14][N:13]=[CH:12][C:11]=2[N+:16]([O-:18])=[O:17])[O:5][C@H:4]([CH3:19])[C@@:3]1([CH2:1][CH3:2])[OH:20])[C:22]1[CH:27]=[CH:26][CH:25]=[CH:24][CH:23]=1.[CH2:21]([NH:28][C@@H:8]1[CH2:7][C@H:6]([C:10]2[CH:15]=[CH:14][N:13]=[CH:12][C:11]=2[N+:16]([O-:18])=[O:17])[O:5][C@H:4]([CH3:19])[C@@:3]1([CH3:1])[OH:20])[C:22]1[CH:27]=[CH:26][CH:25]=[CH:24][CH:23]=1. Given the reactants [CH2:1]([C@:3]1([OH:20])[C:8](=O)[CH2:7][C@H:6]([C:10]2[CH:15]=[CH:14][N:13]=[CH:12][C:11]=2[N+:16]([O-:18])=[O:17])[O:5][C@@H:4]1[CH3:19])[CH3:2].[CH2:21]([NH2:28])[C:22]1[CH:27]=[CH:26][CH:25]=[CH:24][CH:23]=1.[Li+].[BH4-], predict the reaction product. (3) Given the reactants [Cl:1][C:2]1[CH:3]=[C:4]2[C:12](=[C:13]([NH:15][C:16](=[O:23])[C:17]3[CH:22]=[CH:21][CH:20]=[N:19][CH:18]=3)[CH:14]=1)[NH:11][C:10]1[CH:9]=[N:8][CH:7]=[C:6]([NH:24]C(=O)C(F)(F)F)[C:5]2=1.[C:31]([O-])([O-])=O.[K+].[K+].O, predict the reaction product. The product is: [NH2:24][C:6]1[C:5]2[C:4]3[C:12](=[C:13]([NH:15][C:16](=[O:23])[C:17]4[CH:22]=[CH:21][CH:20]=[N:19][C:18]=4[CH3:31])[CH:14]=[C:2]([Cl:1])[CH:3]=3)[NH:11][C:10]=2[CH:9]=[N:8][CH:7]=1. (4) Given the reactants Cl.[Cl:2][C:3]1[CH:8]=[CH:7][C:6]([C:9]2([CH:13]3[C:22]4[C:17](=[CH:18][CH:19]=[C:20]([O:23][CH2:24][CH2:25][NH:26][S:27]([CH2:30][CH2:31][CH2:32][CH3:33])(=[O:29])=[O:28])[CH:21]=4)[CH2:16][CH2:15][NH:14]3)[CH2:12][CH2:11][CH2:10]2)=[CH:5][CH:4]=1.[C:34](=O)([O-])[O-].[K+].[K+].CI, predict the reaction product. The product is: [Cl:2][C:3]1[CH:8]=[CH:7][C:6]([C:9]2([CH:13]3[C:22]4[C:17](=[CH:18][CH:19]=[C:20]([O:23][CH2:24][CH2:25][NH:26][S:27]([CH2:30][CH2:31][CH2:32][CH3:33])(=[O:28])=[O:29])[CH:21]=4)[CH2:16][CH2:15][N:14]3[CH3:34])[CH2:10][CH2:11][CH2:12]2)=[CH:5][CH:4]=1.